Dataset: Forward reaction prediction with 1.9M reactions from USPTO patents (1976-2016). Task: Predict the product of the given reaction. (1) Given the reactants [CH3:1][O:2][C:3](=[O:15])[C:4]1[CH:9]=[CH:8][C:7]([C:10]([F:13])([F:12])[F:11])=[CH:6][C:5]=1Br.[CH:16]1(B(O)O)[CH2:18][CH2:17]1.O.P([O-])([O-])([O-])=O.[K+].[K+].[K+].C1(P(C2CCCCC2)C2CCCCC2)CCCCC1, predict the reaction product. The product is: [CH3:1][O:2][C:3](=[O:15])[C:4]1[CH:9]=[CH:8][C:7]([C:10]([F:13])([F:12])[F:11])=[CH:6][C:5]=1[CH:16]1[CH2:18][CH2:17]1. (2) Given the reactants [Cl:1][C:2]1[CH:3]=[C:4]([C:9]2([CH:22]([OH:29])[C:23]3[CH:28]=[CH:27][CH:26]=[CH:25][N:24]=3)[CH2:14][CH2:13][N:12](C(OC(C)(C)C)=O)[CH2:11][CH2:10]2)[CH:5]=[CH:6][C:7]=1[Cl:8].Cl.CO, predict the reaction product. The product is: [Cl:1][C:2]1[CH:3]=[C:4]([C:9]2([CH:22]([C:23]3[CH:28]=[CH:27][CH:26]=[CH:25][N:24]=3)[OH:29])[CH2:14][CH2:13][NH:12][CH2:11][CH2:10]2)[CH:5]=[CH:6][C:7]=1[Cl:8]. (3) Given the reactants [F:1][C:2]([F:27])([F:26])[C:3]1[CH:4]=[CH:5][C:6]([O:9][C:10]2[CH:15]=[CH:14][C:13]([O:16][C:17]([N:19]3[CH2:24][CH2:23][CH:22]([OH:25])[CH2:21][CH2:20]3)=[O:18])=[CH:12][CH:11]=2)=[N:7][CH:8]=1.[Cl:28][C:29]1[N:30](O)[CH:31]=[CH:32][N:33]=1.C(OCC)(=O)C.CCCCCCC.Cl, predict the reaction product. The product is: [F:27][C:2]([F:1])([F:26])[C:3]1[CH:4]=[CH:5][C:6]([O:9][C:10]2[CH:11]=[CH:12][C:13]([O:16][C:17]([N:19]3[CH2:20][CH2:21][CH:22]([O:25][N:30]4[CH:31]=[CH:32][N:33]=[C:29]4[Cl:28])[CH2:23][CH2:24]3)=[O:18])=[CH:14][CH:15]=2)=[N:7][CH:8]=1. (4) Given the reactants C(N(CC)CC)C.[Cl:8][C:9]1[CH:10]=[C:11]([CH:21]=[CH:22][C:23]=1[Cl:24])[CH2:12][N:13]1[CH2:18][CH2:17][O:16][CH:15]([CH2:19][NH2:20])[CH2:14]1.Cl[C:26]([O:28][C:29]1[CH:34]=[CH:33][C:32]([N+:35]([O-:37])=[O:36])=[CH:31][CH:30]=1)=[O:27], predict the reaction product. The product is: [Cl:8][C:9]1[CH:10]=[C:11]([CH:21]=[CH:22][C:23]=1[Cl:24])[CH2:12][N:13]1[CH2:18][CH2:17][O:16][CH:15]([CH2:19][NH:20][C:26](=[O:27])[O:28][C:29]2[CH:30]=[CH:31][C:32]([N+:35]([O-:37])=[O:36])=[CH:33][CH:34]=2)[CH2:14]1. (5) Given the reactants Cl.C(OC(=O)[NH:8][C:9]1[CH:14]=[CH:13][CH:12]=[CH:11][C:10]=1[NH:15][C:16](=[O:45])/[CH:17]=[CH:18]/[C:19]1[CH:24]=[CH:23][C:22]([CH:25]([C:35](=[O:44])[NH:36][C:37]2[CH:42]=[CH:41][C:40]([Br:43])=[CH:39][CH:38]=2)[CH2:26][CH2:27][N:28]2[CH2:33][C@@H:32]3[CH2:34][C@H:29]2[CH2:30][O:31]3)=[CH:21][CH:20]=1)(C)(C)C.C([O-])(O)=O.[Na+], predict the reaction product. The product is: [NH2:8][C:9]1[CH:14]=[CH:13][CH:12]=[CH:11][C:10]=1[NH:15][C:16](/[CH:17]=[CH:18]/[C:19]1[CH:20]=[CH:21][C:22]([CH:25]([CH2:26][CH2:27][N:28]2[CH2:33][C@@H:32]3[CH2:34][C@H:29]2[CH2:30][O:31]3)[C:35]([NH:36][C:37]2[CH:42]=[CH:41][C:40]([Br:43])=[CH:39][CH:38]=2)=[O:44])=[CH:23][CH:24]=1)=[O:45]. (6) Given the reactants [OH:1][CH:2]([C@H:5]1[O:9][C:8](=[O:10])[CH2:7][CH2:6]1)[CH2:3][CH3:4].[C:11]([Si:15](Cl)([C:22]1[CH:27]=[CH:26][CH:25]=[CH:24][CH:23]=1)[C:16]1[CH:21]=[CH:20][CH:19]=[CH:18][CH:17]=1)([CH3:14])([CH3:13])[CH3:12].N1C=CN=C1, predict the reaction product. The product is: [Si:15]([O:1][CH:2]([C@H:5]1[O:9][C:8](=[O:10])[CH2:7][CH2:6]1)[CH2:3][CH3:4])([C:11]([CH3:14])([CH3:13])[CH3:12])([C:22]1[CH:23]=[CH:24][CH:25]=[CH:26][CH:27]=1)[C:16]1[CH:21]=[CH:20][CH:19]=[CH:18][CH:17]=1. (7) Given the reactants [CH3:1][C:2]([CH3:6])(O)[C:3]#[N:4].[NH:7]1[CH2:12][CH:11]=[CH:10][CH2:9][CH2:8]1.[H-].[Li+].[Al+3].[H-].[H-].[H-].C(N(CC)CC)C.[C:26](O[C:26]([O:28][C:29]([CH3:32])([CH3:31])[CH3:30])=[O:27])([O:28][C:29]([CH3:32])([CH3:31])[CH3:30])=[O:27], predict the reaction product. The product is: [N:7]1([C:2]([CH3:6])([CH3:1])[CH2:3][NH:4][C:26](=[O:27])[O:28][C:29]([CH3:32])([CH3:31])[CH3:30])[CH2:8][CH:9]=[CH:10][CH2:11][CH2:12]1.